From a dataset of Catalyst prediction with 721,799 reactions and 888 catalyst types from USPTO. Predict which catalyst facilitates the given reaction. (1) Reactant: N#N.[CH2:3]([O:5][C:6]([CH:8]1[CH2:13][CH2:12][CH:11]([O:14][C:15]2[CH:20]=[CH:19][C:18]([CH3:21])=[CH:17][N:16]=2)[CH2:10][CH2:9]1)=[O:7])[CH3:4].[Br:22]N1C(=O)CCC1=O. Product: [CH2:3]([O:5][C:6]([CH:8]1[CH2:13][CH2:12][CH:11]([O:14][C:15]2[CH:20]=[CH:19][C:18]([CH2:21][Br:22])=[CH:17][N:16]=2)[CH2:10][CH2:9]1)=[O:7])[CH3:4]. The catalyst class is: 340. (2) Reactant: C([O:3][C:4](=[O:25])[CH:5]([NH:7][C:8]([NH:10][C:11]1[CH:16]=[C:15]([C:17]2[CH:22]=[CH:21][CH:20]=[CH:19][C:18]=2[O:23][CH3:24])[N:14]=[CH:13][N:12]=1)=[O:9])[CH3:6])C.[Li+].[OH-]. Product: [CH3:24][O:23][C:18]1[CH:19]=[CH:20][CH:21]=[CH:22][C:17]=1[C:15]1[N:14]=[CH:13][N:12]=[C:11]([NH:10][C:8](=[O:9])[NH:7][CH:5]([CH3:6])[C:4]([OH:25])=[O:3])[CH:16]=1. The catalyst class is: 20. (3) Reactant: [Cl:1][C:2]1[C:30]([O:31][CH3:32])=[CH:29][C:28]([O:33][CH3:34])=[C:27]([Cl:35])[C:3]=1[CH2:4][O:5][C:6]1[CH:7]=[N:8][C:9]([NH:12][C:13]2[CH:18]=[CH:17][C:16]([CH:19]3[CH2:24][CH2:23][NH:22][CH2:21][CH2:20]3)=[CH:15][C:14]=2[O:25][CH3:26])=[N:10][CH:11]=1.[CH3:36][C:37]([CH3:39])=O.C(O[BH-](OC(=O)C)OC(=O)C)(=O)C.[Na+].C(=O)([O-])O.[Na+]. Product: [Cl:35][C:27]1[C:28]([O:33][CH3:34])=[CH:29][C:30]([O:31][CH3:32])=[C:2]([Cl:1])[C:3]=1[CH2:4][O:5][C:6]1[CH:7]=[N:8][C:9]([NH:12][C:13]2[CH:18]=[CH:17][C:16]([CH:19]3[CH2:24][CH2:23][N:22]([CH:37]([CH3:39])[CH3:36])[CH2:21][CH2:20]3)=[CH:15][C:14]=2[O:25][CH3:26])=[N:10][CH:11]=1. The catalyst class is: 4. (4) Reactant: [F:1][C:2]1[CH:3]=[C:4]([CH:43]=[CH:44][CH:45]=1)[CH2:5][N:6]1[CH:10]=[C:9]([C:11]2[C:19]3[C:14](=[N:15][CH:16]=[C:17]([C:20]4[CH:21]=[CH:22][C:23]([O:31][CH3:32])=[C:24]([NH:26][S:27]([CH3:30])(=[O:29])=[O:28])[CH:25]=4)[CH:18]=3)[N:13](S(C3C=CC(C)=CC=3)(=O)=O)[CH:12]=2)[CH:8]=[N:7]1.[OH-].[Li+]. Product: [F:1][C:2]1[CH:3]=[C:4]([CH:43]=[CH:44][CH:45]=1)[CH2:5][N:6]1[CH:10]=[C:9]([C:11]2[C:19]3[C:14](=[N:15][CH:16]=[C:17]([C:20]4[CH:21]=[CH:22][C:23]([O:31][CH3:32])=[C:24]([NH:26][S:27]([CH3:30])(=[O:29])=[O:28])[CH:25]=4)[CH:18]=3)[NH:13][CH:12]=2)[CH:8]=[N:7]1. The catalyst class is: 87. (5) Reactant: O=[C:2]1[C:10]2[C:5](=[CH:6][C:7]([C:11]([OH:13])=[O:12])=[CH:8][CH:9]=2)[C:4](=[O:14])[O:3]1.[CH2:15]([NH2:18])[CH:16]=[CH2:17].C1(C)C=CC=CC=1.Cl. Product: [CH2:15]([N:18]1[C:4](=[O:14])[C:5]2[C:10](=[CH:9][CH:8]=[C:7]([C:11]([OH:13])=[O:12])[CH:6]=2)[C:2]1=[O:3])[CH:16]=[CH2:17]. The catalyst class is: 585. (6) Reactant: COC(OC)[N:4]([CH3:6])C.[Cl:9][C:10]1[CH:30]=[CH:29][C:13]([O:14][CH2:15][C:16]2[CH:21]=[CH:20][CH:19]=[CH:18][C:17]=2[C:22](=[N:26][O:27][CH3:28])[C:23]([NH2:25])=O)=[CH:12][CH:11]=1.[CH3:31][NH:32]N.C(O)(=O)C. Product: [CH3:28][O:27][N:26]=[C:22]([C:23]1[N:4]([CH3:6])[N:32]=[CH:31][N:25]=1)[C:17]1[CH:18]=[CH:19][CH:20]=[CH:21][C:16]=1[CH2:15][O:14][C:13]1[CH:29]=[CH:30][C:10]([Cl:9])=[CH:11][CH:12]=1. The catalyst class is: 28. (7) Reactant: CC([NH:4][C:5]1[CH:10]=[CH:9][C:8]([C:11]2[CH:16]=[C:15]([C:17]3[N:21]4[CH:22]=[CH:23][CH:24]=[CH:25][C:20]4=[N:19][C:18]=3[C:26]3[CH:31]=[CH:30][CH:29]=[C:28]([CH3:32])[N:27]=3)[CH:14]=[CH:13][N:12]=2)=[CH:7][CH:6]=1)=O.[OH-].[Na+]. Product: [CH3:32][C:28]1[N:27]=[C:26]([C:18]2[N:19]=[C:20]3[CH:25]=[CH:24][CH:23]=[CH:22][N:21]3[C:17]=2[C:15]2[CH:14]=[CH:13][N:12]=[C:11]([C:8]3[CH:7]=[CH:6][C:5]([NH2:4])=[CH:10][CH:9]=3)[CH:16]=2)[CH:31]=[CH:30][CH:29]=1. The catalyst class is: 240. (8) Reactant: [N:1]12[CH2:8][CH2:7][N:4]([CH2:5][CH2:6]1)[CH2:3][CH:2]2[CH2:9][NH:10][C:11]1[N:12]=[CH:13][C:14]([C:17]2[N:18]=[C:19]([N:27]3[CH2:32][CH2:31][C@@H:30]([NH:33][C:34]([C:36]4[NH:37][C:38]([CH3:43])=[C:39]([Cl:42])[C:40]=4[Cl:41])=[O:35])[C@@H:29]([O:44][CH3:45])[CH2:28]3)[S:20][C:21]=2[C:22]([O:24]CC)=[O:23])=[N:15][CH:16]=1.O.[OH-].[Li+]. Product: [N:1]12[CH2:8][CH2:7][N:4]([CH2:5][CH2:6]1)[CH2:3][CH:2]2[CH2:9][NH:10][C:11]1[N:12]=[CH:13][C:14]([C:17]2[N:18]=[C:19]([N:27]3[CH2:32][CH2:31][C@@H:30]([NH:33][C:34]([C:36]4[NH:37][C:38]([CH3:43])=[C:39]([Cl:42])[C:40]=4[Cl:41])=[O:35])[C@@H:29]([O:44][CH3:45])[CH2:28]3)[S:20][C:21]=2[C:22]([OH:24])=[O:23])=[N:15][CH:16]=1. The catalyst class is: 24.